Dataset: Merck oncology drug combination screen with 23,052 pairs across 39 cell lines. Task: Regression. Given two drug SMILES strings and cell line genomic features, predict the synergy score measuring deviation from expected non-interaction effect. (1) Drug 1: O=S1(=O)NC2(CN1CC(F)(F)F)C1CCC2Cc2cc(C=CCN3CCC(C(F)(F)F)CC3)ccc2C1. Drug 2: C=CCn1c(=O)c2cnc(Nc3ccc(N4CCN(C)CC4)cc3)nc2n1-c1cccc(C(C)(C)O)n1. Cell line: UWB1289BRCA1. Synergy scores: synergy=7.66. (2) Synergy scores: synergy=-13.8. Drug 2: O=C(O)C1(Cc2cccc(Nc3nccs3)n2)CCC(Oc2cccc(Cl)c2F)CC1. Drug 1: CCC1=CC2CN(C1)Cc1c([nH]c3ccccc13)C(C(=O)OC)(c1cc3c(cc1OC)N(C)C1C(O)(C(=O)OC)C(OC(C)=O)C4(CC)C=CCN5CCC31C54)C2. Cell line: A427. (3) Synergy scores: synergy=46.0. Drug 2: Cn1cc(-c2cnn3c(N)c(Br)c(C4CCCNC4)nc23)cn1. Drug 1: Nc1ccn(C2OC(CO)C(O)C2(F)F)c(=O)n1. Cell line: VCAP. (4) Drug 1: CN(Cc1cnc2nc(N)nc(N)c2n1)c1ccc(C(=O)NC(CCC(=O)O)C(=O)O)cc1. Drug 2: CCN(CC)CCNC(=O)c1c(C)[nH]c(C=C2C(=O)Nc3ccc(F)cc32)c1C. Cell line: SW837. Synergy scores: synergy=-14.2. (5) Drug 1: O=C(O)C1(Cc2cccc(Nc3nccs3)n2)CCC(Oc2cccc(Cl)c2F)CC1. Drug 2: COC1=C2CC(C)CC(OC)C(O)C(C)C=C(C)C(OC(N)=O)C(OC)C=CC=C(C)C(=O)NC(=CC1=O)C2=O. Cell line: LOVO. Synergy scores: synergy=-8.03. (6) Drug 1: N.N.O=C(O)C1(C(=O)O)CCC1.[Pt]. Drug 2: CC1(c2nc3c(C(N)=O)cccc3[nH]2)CCCN1. Cell line: COLO320DM. Synergy scores: synergy=15.4.